From a dataset of Full USPTO retrosynthesis dataset with 1.9M reactions from patents (1976-2016). Predict the reactants needed to synthesize the given product. (1) Given the product [CH3:24][C:23]1[C:13]2[CH:14]([C:17]3[CH:22]=[CH:21][CH:20]=[CH:19][CH:18]=3)[CH2:15][O:16][C:12]=2[CH:11]=[C:10]([CH3:25])[C:9]=1[NH2:8], predict the reactants needed to synthesize it. The reactants are: C([NH:8][C:9]1[C:10]([CH3:25])=[CH:11][C:12]2[O:16][CH2:15][CH:14]([C:17]3[CH:22]=[CH:21][CH:20]=[CH:19][CH:18]=3)[C:13]=2[C:23]=1[CH3:24])C1C=CC=CC=1. (2) Given the product [C:8]([C:4]1[CH:3]=[C:2]([CH2:17][CH2:18][OH:19])[CH:7]=[CH:6][CH:5]=1)([CH3:11])([CH3:10])[CH3:9], predict the reactants needed to synthesize it. The reactants are: Br[C:2]1[CH:7]=[CH:6][CH:5]=[C:4]([C:8]([CH3:11])([CH3:10])[CH3:9])[CH:3]=1.[Li]CCCC.[CH2:17]1[O:19][CH2:18]1. (3) Given the product [CH2:9]([O:8][C:7]1[C:2]([OH:1])=[C:3]2[C:4]([CH2:16][C:17](=[O:19])[O:18][CH2:20]2)=[CH:5][CH:6]=1)[C:10]1[CH:15]=[CH:14][CH:13]=[CH:12][CH:11]=1, predict the reactants needed to synthesize it. The reactants are: [OH:1][C:2]1[CH:3]=[C:4]([CH2:16][C:17]([OH:19])=[O:18])[CH:5]=[CH:6][C:7]=1[O:8][CH2:9][C:10]1[CH:15]=[CH:14][CH:13]=[CH:12][CH:11]=1.[C:20]1(B(O)O)C=CC=CC=1.O.C(OCC)C. (4) Given the product [Cl:1][C:2]1[CH:3]=[C:4]2[C:8](=[CH:9][CH:10]=1)[N:7]([CH2:11][CH2:12][S:13]([CH3:16])(=[O:14])=[N:15][C:35](=[O:37])[CH3:36])[C:6]([CH2:17][N:18]1[C:22]3=[CH:23][N:24]=[CH:25][CH:26]=[C:21]3[C:20]3([CH2:28][CH2:27]3)[C:19]1=[O:29])=[CH:5]2, predict the reactants needed to synthesize it. The reactants are: [Cl:1][C:2]1[CH:3]=[C:4]2[C:8](=[CH:9][CH:10]=1)[N:7]([CH2:11][CH2:12][S:13]([CH3:16])(=[NH:15])=[O:14])[C:6]([CH2:17][N:18]1[C:22]3=[CH:23][N:24]=[CH:25][CH:26]=[C:21]3[C:20]3([CH2:28][CH2:27]3)[C:19]1=[O:29])=[CH:5]2.C(N([CH2:35][CH3:36])CC)C.[OH2:37].